Dataset: Peptide-MHC class I binding affinity with 185,985 pairs from IEDB/IMGT. Task: Regression. Given a peptide amino acid sequence and an MHC pseudo amino acid sequence, predict their binding affinity value. This is MHC class I binding data. (1) The peptide sequence is ISLNSMYTR. The MHC is Patr-A0101 with pseudo-sequence Patr-A0101. The binding affinity (normalized) is 0.164. (2) The peptide sequence is RILAYGPCL. The MHC is HLA-A02:19 with pseudo-sequence HLA-A02:19. The binding affinity (normalized) is 0.384.